This data is from Forward reaction prediction with 1.9M reactions from USPTO patents (1976-2016). The task is: Predict the product of the given reaction. (1) Given the reactants I[C:2]1[CH:7]=[CH:6][C:5]([CH:8]2[C:17]([C:18]3[CH:23]=[CH:22][CH:21]=[C:20]([O:24]C4CCCCO4)[CH:19]=3)=[C:16]([CH3:31])[C:15]3[C:10](=[CH:11][CH:12]=[C:13]([O:32]C4CCCCO4)[CH:14]=3)[O:9]2)=[CH:4][CH:3]=1.[CH3:39][NH:40][CH2:41][CH2:42][OH:43].[F:44][CH2:45][CH2:46][CH2:47]I, predict the reaction product. The product is: [F:44][CH2:45][CH2:46][CH2:47][N:40]([CH3:39])[CH2:41][CH2:42][O:43][C:2]1[CH:3]=[CH:4][C:5]([CH:8]2[C:17]([C:18]3[CH:23]=[CH:22][CH:21]=[C:20]([OH:24])[CH:19]=3)=[C:16]([CH3:31])[C:15]3[C:10](=[CH:11][CH:12]=[C:13]([OH:32])[CH:14]=3)[O:9]2)=[CH:6][CH:7]=1. (2) Given the reactants Cl[C:2]1[CH:3]=[C:4](C2(CO)CCN(C(OC(C)(C)C)=O)CC2)[CH:5]=[CH:6][CH:7]=1.[OH:23][CH2:24][C:25]1([C:38]2[CH:43]=[CH:42][CH:41]=[C:40]([C:44]([F:47])([F:46])[F:45])[CH:39]=2)[CH2:30][CH2:29][N:28]([C:31](OC(C)(C)C)=O)[CH2:27][CH2:26]1, predict the reaction product. The product is: [CH2:31]([N:28]1[CH2:29][CH2:30][C:25]([C:38]2[CH:43]=[CH:42][CH:41]=[C:40]([C:44]([F:46])([F:45])[F:47])[CH:39]=2)([CH:24]=[O:23])[CH2:26][CH2:27]1)[C:2]1[CH:3]=[CH:4][CH:5]=[CH:6][CH:7]=1. (3) Given the reactants [F:1][C:2]1[CH:3]=[C:4]([CH:10]=[CH:11][C:12]=1[F:13])[CH:5]=[CH:6][C:7]([OH:9])=O.C(Cl)(=O)C(Cl)=O.[Cl-].[Cl-].[Cl-].[Al+3], predict the reaction product. The product is: [F:1][C:2]1[CH:3]=[C:4]2[C:10](=[CH:11][C:12]=1[F:13])[C:7](=[O:9])[CH2:6][CH2:5]2. (4) Given the reactants [CH3:1][O:2][C:3]1[CH:4]=[C:5]([C:11]2[S:15][C:14]3=[N:16][CH:17]=[C:18]([C:19]4[CH:20]=[N:21][C:22]([N:25]5[CH2:30][CH2:29][NH:28][CH2:27][CH2:26]5)=[N:23][CH:24]=4)[N:13]3[N:12]=2)[CH:6]=[CH:7][C:8]=1[O:9][CH3:10].[CH3:31]CN(CC)CC.C=O.C(O)(=O)C.C([BH3-])#N.[Na+], predict the reaction product. The product is: [CH3:1][O:2][C:3]1[CH:4]=[C:5]([C:11]2[S:15][C:14]3=[N:16][CH:17]=[C:18]([C:19]4[CH:20]=[N:21][C:22]([N:25]5[CH2:26][CH2:27][N:28]([CH3:31])[CH2:29][CH2:30]5)=[N:23][CH:24]=4)[N:13]3[N:12]=2)[CH:6]=[CH:7][C:8]=1[O:9][CH3:10].